Task: Predict the reaction yield, written as a fraction of the theoretical maximum amount of product (1.0 means a 100% yield; for example, 0.34 means a 34% yield).. Dataset: Reaction yield outcomes from USPTO patents with 853,638 reactions (1) The reactants are Br[CH2:2][CH2:3][O:4][C:5]1[CH:10]=[CH:9][C:8]([NH:11][C:12](=[O:20])[C:13]2[CH:18]=[CH:17][CH:16]=[C:15]([F:19])[CH:14]=2)=[CH:7][C:6]=1[C:21]1[N:25]([CH3:26])[N:24]=[CH:23][CH:22]=1.O.[NH2:28][C:29]1[NH:33][N:32]=[N:31][N:30]=1.[H-].[Na+]. The catalyst is CC(N(C)C)=O. The product is [F:19][C:15]1[CH:14]=[C:13]([CH:18]=[CH:17][CH:16]=1)[C:12]([NH:11][C:8]1[CH:9]=[CH:10][C:5]([O:4][CH2:3][CH2:2][NH:28][C:29]2[NH:33][N:32]=[N:31][N:30]=2)=[C:6]([C:21]2[N:25]([CH3:26])[N:24]=[CH:23][CH:22]=2)[CH:7]=1)=[O:20]. The yield is 0.200. (2) The reactants are C[O:2][C:3](=[O:22])[CH2:4][NH:5][C:6]([C:8]1[C:13]([OH:14])=[CH:12][C:11]([C:15]2[CH:20]=[CH:19][CH:18]=[C:17]([Cl:21])[CH:16]=2)=[CH:10][N:9]=1)=[O:7].[OH-].[Na+].Cl. The catalyst is C1COCC1. The product is [Cl:21][C:17]1[CH:16]=[C:15]([C:11]2[CH:12]=[C:13]([OH:14])[C:8]([C:6]([NH:5][CH2:4][C:3]([OH:22])=[O:2])=[O:7])=[N:9][CH:10]=2)[CH:20]=[CH:19][CH:18]=1. The yield is 0.640.